Dataset: Reaction yield outcomes from USPTO patents with 853,638 reactions. Task: Predict the reaction yield, written as a fraction of the theoretical maximum amount of product (1.0 means a 100% yield; for example, 0.34 means a 34% yield). (1) The reactants are [C:1]([C:5]1[C:6]([OH:18])=[C:7]([CH:12]=[C:13]([N+:15]([O-:17])=[O:16])[CH:14]=1)[C:8]([O:10][CH3:11])=[O:9])([CH3:4])([CH3:3])[CH3:2].[C:19](=O)([O-])[O-].[K+].[K+].S(OC)(OC)(=O)=O. The catalyst is CC(C)=O. The product is [C:1]([C:5]1[C:6]([O:18][CH3:19])=[C:7]([CH:12]=[C:13]([N+:15]([O-:17])=[O:16])[CH:14]=1)[C:8]([O:10][CH3:11])=[O:9])([CH3:4])([CH3:2])[CH3:3]. The yield is 0.870. (2) The reactants are CC1[N:3]([C:8]2[CH:13]=[C:12]([CH3:14])[CH:11]=[C:10]([CH2:15][CH2:16][C:17]3[CH:18]=[N:19][CH:20]=[C:21]([C:23]#[C:24][C:25]4[CH:26]=[N:27][CH:28]=[CH:29][CH:30]=4)[CH:22]=3)[N:9]=2)C(C)=CC=1.NO.Cl. The catalyst is [Pd].CO.C(Cl)Cl. The product is [CH3:14][C:12]1[CH:11]=[C:10]([CH2:15][CH2:16][C:17]2[CH:18]=[N:19][CH:20]=[C:21]([CH2:23][CH2:24][C:25]3[CH:26]=[N:27][CH:28]=[CH:29][CH:30]=3)[CH:22]=2)[N:9]=[C:8]([NH2:3])[CH:13]=1. The yield is 0.490. (3) The catalyst is C(O)C.C1COCC1.[Pd]. The yield is 0.970. The reactants are C(OC(=O)[NH:10][CH2:11][CH2:12][CH2:13][CH2:14][C:15]1[CH:20]=[CH:19][C:18]([O:21][CH2:22][C:23](=[O:31])[NH:24][C:25]2[CH:30]=[CH:29][CH:28]=[CH:27][CH:26]=2)=[CH:17][CH:16]=1)C1C=CC=CC=1.C(O)(=O)C. The product is [NH2:10][CH2:11][CH2:12][CH2:13][CH2:14][C:15]1[CH:20]=[CH:19][C:18]([O:21][CH2:22][C:23]([NH:24][C:25]2[CH:26]=[CH:27][CH:28]=[CH:29][CH:30]=2)=[O:31])=[CH:17][CH:16]=1. (4) The reactants are [CH:1]1([CH:7]2[CH:16]3[CH2:17][CH2:18][CH2:19][O:20][CH:15]3[C:14]3[C:13]([N+:21]([O-])=O)=[CH:12][CH:11]=[CH:10][C:9]=3[NH:8]2)[CH2:6][CH2:5][CH2:4][CH2:3][CH2:2]1. The catalyst is [Pd].CCO. The product is [CH:1]1([CH:7]2[CH:16]3[CH2:17][CH2:18][CH2:19][O:20][CH:15]3[C:14]3[C:13]([NH2:21])=[CH:12][CH:11]=[CH:10][C:9]=3[NH:8]2)[CH2:2][CH2:3][CH2:4][CH2:5][CH2:6]1. The yield is 0.260. (5) The reactants are [Br:1][C:2]1[CH:7]=[CH:6][C:5]([CH:8]2[O:13][CH2:12][CH2:11][NH:10][CH2:9]2)=[CH:4][CH:3]=1.C(N(CC)C(C)C)(C)C.[C:23](O[C:23]([O:25][C:26]([CH3:29])([CH3:28])[CH3:27])=[O:24])([O:25][C:26]([CH3:29])([CH3:28])[CH3:27])=[O:24]. The catalyst is C1COCC1. The product is [Br:1][C:2]1[CH:3]=[CH:4][C:5]([CH:8]2[O:13][CH2:12][CH2:11][N:10]([C:23]([O:25][C:26]([CH3:29])([CH3:28])[CH3:27])=[O:24])[CH2:9]2)=[CH:6][CH:7]=1. The yield is 0.920. (6) The reactants are [CH:1]1[C:6]2[C:7]([C:16]3[CH:26]=[CH:25][C:19]([C:20]([O:22][CH2:23][CH3:24])=[O:21])=[CH:18][CH:17]=3)=[N:8][C:9]3[CH:15]=[CH:14][CH:13]=[CH:12][C:10]=3[O:11][C:5]=2[CH:4]=[CH:3][CH:2]=1.[BH4-].[Na+].[C:29](=O)(O)[O-].[Na+]. The catalyst is C(O)=O.O. The product is [CH3:29][N:8]1[CH:7]([C:16]2[CH:17]=[CH:18][C:19]([C:20]([O:22][CH2:23][CH3:24])=[O:21])=[CH:25][CH:26]=2)[C:6]2[CH:1]=[CH:2][CH:3]=[CH:4][C:5]=2[O:11][C:10]2[CH:12]=[CH:13][CH:14]=[CH:15][C:9]1=2. The yield is 0.770. (7) The reactants are [CH3:1][O:2][C:3]1[CH:8]=[CH:7][C:6]([C:9]2[C:14]([C:15]3[CH:20]=[CH:19][C:18]([O:21][CH3:22])=[CH:17][CH:16]=3)=[N:13][N:12]([CH2:23][CH2:24][C:25]([OH:27])=O)[C:11](=[O:28])[CH:10]=2)=[CH:5][CH:4]=1.C(Cl)(=O)C(Cl)=O.[CH2:35]([NH2:42])[C:36]1[CH:41]=[CH:40][CH:39]=[CH:38][CH:37]=1. No catalyst specified. The product is [CH3:1][O:2][C:3]1[CH:8]=[CH:7][C:6]([C:9]2[C:14]([C:15]3[CH:16]=[CH:17][C:18]([O:21][CH3:22])=[CH:19][CH:20]=3)=[N:13][N:12]([CH2:23][CH2:24][C:25]([NH:42][CH2:35][C:36]3[CH:41]=[CH:40][CH:39]=[CH:38][CH:37]=3)=[O:27])[C:11](=[O:28])[CH:10]=2)=[CH:5][CH:4]=1. The yield is 0.522.